This data is from Catalyst prediction with 721,799 reactions and 888 catalyst types from USPTO. The task is: Predict which catalyst facilitates the given reaction. (1) Reactant: [N:1]1[C:5]2[CH:6]=[CH:7][CH:8]=[CH:9][C:4]=2[NH:3][C:2]=1[CH2:10][C:11]#[N:12].[C:13]1([CH:19]([C:25]([CH3:27])=O)[C:20](OCC)=[O:21])[CH:18]=[CH:17][CH:16]=[CH:15][CH:14]=1.C([O-])(=O)C.[NH4+]. Product: [CH3:27][C:25]1[C:10]([C:11]#[N:12])=[C:2]2[N:3]([C:20](=[O:21])[C:19]=1[C:13]1[CH:18]=[CH:17][CH:16]=[CH:15][CH:14]=1)[C:4]1[CH:9]=[CH:8][CH:7]=[CH:6][C:5]=1[NH:1]2. The catalyst class is: 6. (2) Reactant: [Br:1][C:2]1[CH:11]=[CH:10][C:9]([Cl:12])=[CH:8][C:3]=1[C:4]([O:6][CH3:7])=[O:5].OS(O)(=O)=O.[N+:18]([O-])([OH:20])=[O:19]. Product: [Br:1][C:2]1[C:11]([N+:18]([O-:20])=[O:19])=[CH:10][C:9]([Cl:12])=[CH:8][C:3]=1[C:4]([O:6][CH3:7])=[O:5]. The catalyst class is: 25.